The task is: Predict the reaction yield, written as a fraction of the theoretical maximum amount of product (1.0 means a 100% yield; for example, 0.34 means a 34% yield).. This data is from Reaction yield outcomes from USPTO patents with 853,638 reactions. (1) The reactants are [F:1][C:2]1[CH:7]=[CH:6][C:5]([F:8])=[CH:4][C:3]=1[CH:9]([S:30]([C:33]1[CH:38]=[CH:37][C:36]([F:39])=[CH:35][CH:34]=1)(=[O:32])=[O:31])[C:10]1[C:11]([CH3:29])=[CH:12][C:13]([C:16]([NH:18][CH2:19][CH2:20][NH:21][C:22](=O)[O:23]C(C)(C)C)=[O:17])=[N:14][CH:15]=1.[C:40](OC(=O)C)(=O)C.C(N(CC)CC)C. The catalyst is C(Cl)Cl.FC(F)(F)C(O)=O.CN(C)C1C=CN=CC=1. The product is [C:22]([NH:21][CH2:20][CH2:19][NH:18][C:16]([C:13]1[CH:12]=[C:11]([CH3:29])[C:10]([CH:9]([C:3]2[CH:4]=[C:5]([F:8])[CH:6]=[CH:7][C:2]=2[F:1])[S:30]([C:33]2[CH:34]=[CH:35][C:36]([F:39])=[CH:37][CH:38]=2)(=[O:31])=[O:32])=[CH:15][N:14]=1)=[O:17])(=[O:23])[CH3:40]. The yield is 0.980. (2) The reactants are [C:1]([NH:6][C@H:7]([C:10]([OH:12])=[O:11])[CH2:8][SH:9])(=[O:5])[CH:2]([CH3:4])[CH3:3].[C:13]1([C:19]([C:27]2[CH:32]=[CH:31][CH:30]=[CH:29][CH:28]=2)([C:21]2[CH:26]=[CH:25][CH:24]=[CH:23][CH:22]=2)O)[CH:18]=[CH:17][CH:16]=[CH:15][CH:14]=1.B(F)(F)F.C([O-])(=O)C.[Na+]. The catalyst is CCOCC.O.C(O)(=O)C. The product is [C:1]([NH:6][C@H:7]([C:10]([OH:12])=[O:11])[CH2:8][S:9][C:19]([C:13]1[CH:18]=[CH:17][CH:16]=[CH:15][CH:14]=1)([C:27]1[CH:28]=[CH:29][CH:30]=[CH:31][CH:32]=1)[C:21]1[CH:22]=[CH:23][CH:24]=[CH:25][CH:26]=1)(=[O:5])[CH:2]([CH3:4])[CH3:3]. The yield is 0.810. (3) The reactants are [CH3:1][O:2][C:3]1[C:4]([NH2:27])=[N:5][C:6]([C:9]2[C:17]3[C:12](=[CH:13][CH:14]=[CH:15][CH:16]=3)[N:11]([CH2:18][C:19]3[CH:24]=[CH:23][C:22]([O:25][CH3:26])=[CH:21][CH:20]=3)[N:10]=2)=[N:7][CH:8]=1.Cl.Br[C:30]1[CH:35]=[CH:34][N:33]=[CH:32][CH:31]=1.CC1(C)C2C=CC=C(P(C3C=CC=CC=3)C3C=CC=CC=3)C=2OC2C1=CC=CC=2P(C1C=CC=CC=1)C1C=CC=CC=1.C(=O)([O-])[O-].[Cs+].[Cs+]. The catalyst is CN(C=O)C.C([O-])(=O)C.C([O-])(=O)C.[Pd+2]. The product is [CH3:1][O:2][C:3]1[C:4]([NH:27][C:30]2[CH:35]=[CH:34][N:33]=[CH:32][CH:31]=2)=[N:5][C:6]([C:9]2[C:17]3[C:12](=[CH:13][CH:14]=[CH:15][CH:16]=3)[N:11]([CH2:18][C:19]3[CH:20]=[CH:21][C:22]([O:25][CH3:26])=[CH:23][CH:24]=3)[N:10]=2)=[N:7][CH:8]=1. The yield is 0.980. (4) The reactants are [CH3:1][C:2]1([CH3:12])[C:10]2[C:5](=[CH:6][CH:7]=[CH:8][CH:9]=2)[C@@H:4]([NH2:11])[CH2:3]1.[N:13]1[C:20]([Cl:21])=[N:19][C:17](Cl)=[N:16][C:14]=1[Cl:15].CCN(C(C)C)C(C)C. The catalyst is C1COCC1. The product is [Cl:15][C:14]1[N:13]=[C:20]([Cl:21])[N:19]=[C:17]([NH:11][C@@H:4]2[C:5]3[C:10](=[CH:9][CH:8]=[CH:7][CH:6]=3)[C:2]([CH3:12])([CH3:1])[CH2:3]2)[N:16]=1. The yield is 0.600. (5) The reactants are [F:1][C:2]1[C:3]([NH:12][C:13]2[CH:18]=[CH:17][C:16]([C:19]([O:21][CH3:22])=[O:20])=[CH:15][C:14]=2[F:23])=[C:4]([CH:8]=[CH:9][C:10]=1[F:11])[C:5]([OH:7])=O.[NH2:24][O:25][CH2:26][CH2:27][OH:28].[Cl-].COC1N=C(OC)N=C([N+]2(C)CCOCC2)N=1. The catalyst is CO. The product is [F:1][C:2]1[C:10]([F:11])=[CH:9][CH:8]=[C:4]([C:5]([NH:24][O:25][CH2:26][CH2:27][OH:28])=[O:7])[C:3]=1[NH:12][C:13]1[CH:18]=[CH:17][C:16]([C:19]([O:21][CH3:22])=[O:20])=[CH:15][C:14]=1[F:23]. The yield is 0.790. (6) The reactants are [Cl:1][C:2]1[CH:7]=[CH:6][CH:5]=[CH:4][C:3]=1[C:8]1[N:9]([CH2:26][C:27]2[N:32]=[C:31]([NH2:33])[CH:30]=[CH:29][CH:28]=2)[C:10]([C:13]2[CH:18]=[CH:17][C:16]([O:19][C:20]3[CH:25]=[CH:24][CH:23]=[CH:22][CH:21]=3)=[CH:15][CH:14]=2)=[CH:11][CH:12]=1.Cl. The catalyst is C(OCC)C.C(O)C. The product is [ClH:1].[Cl:1][C:2]1[CH:7]=[CH:6][CH:5]=[CH:4][C:3]=1[C:8]1[N:9]([CH2:26][C:27]2[N:32]=[C:31]([NH2:33])[CH:30]=[CH:29][CH:28]=2)[C:10]([C:13]2[CH:14]=[CH:15][C:16]([O:19][C:20]3[CH:25]=[CH:24][CH:23]=[CH:22][CH:21]=3)=[CH:17][CH:18]=2)=[CH:11][CH:12]=1. The yield is 0.780. (7) The reactants are [N+:1]([C:4]1[CH:9]=[CH:8][CH:7]=[C:6]([C:10]2[CH:15]=[CH:14][CH:13]=[CH:12][CH:11]=2)[C:5]=1[NH:16][C:17]1[CH:22]=[CH:21][CH:20]=[CH:19][CH:18]=1)([O-])=O.C(O)C. The catalyst is [Pd].C(O)(=O)C. The product is [C:17]1([NH:16][C:5]2[C:4]([NH2:1])=[CH:9][CH:8]=[CH:7][C:6]=2[C:10]2[CH:15]=[CH:14][CH:13]=[CH:12][CH:11]=2)[CH:22]=[CH:21][CH:20]=[CH:19][CH:18]=1. The yield is 0.990. (8) The reactants are [BrH:1].Cl.[NH2:3][C:4]1[C:5]([OH:20])=[C:6]([C:11]2[CH:16]=[CH:15][CH:14]=[C:13]([C:17]([OH:19])=[O:18])[CH:12]=2)[CH:7]=[C:8]([F:10])[CH:9]=1. The catalyst is C(OCC)(=O)C. The product is [BrH:1].[NH2:3][C:4]1[C:5]([OH:20])=[C:6]([C:11]2[CH:16]=[CH:15][CH:14]=[C:13]([C:17]([OH:19])=[O:18])[CH:12]=2)[CH:7]=[C:8]([F:10])[CH:9]=1. The yield is 0.548.